From a dataset of Retrosynthesis with 50K atom-mapped reactions and 10 reaction types from USPTO. Predict the reactants needed to synthesize the given product. (1) Given the product COC(=O)c1c(NS(=O)(=O)c2ccc(F)cc2CN(C)C(=O)C(F)(F)F)ccc2c1OCC1CC21, predict the reactants needed to synthesize it. The reactants are: CN(Cc1cc(F)ccc1S(=O)(=O)Cl)C(=O)C(F)(F)F.COC(=O)c1c(N)ccc2c1OCC1CC21. (2) Given the product C[C@H](CO)[C@H]1CC[C@H]2[C@@H]3CCC4=CC(=O)CC[C@]4(C)[C@H]3CC[C@@]21C, predict the reactants needed to synthesize it. The reactants are: C[C@H](C=O)[C@H]1CC[C@H]2[C@@H]3CCC4=CC(=O)CC[C@]4(C)[C@H]3CC[C@@]21C. (3) Given the product Cn1cc(C#N)c(-c2ccc([N+](=O)[O-])o2)n1, predict the reactants needed to synthesize it. The reactants are: CI.N#Cc1c[nH]nc1-c1ccc([N+](=O)[O-])o1.